Dataset: Catalyst prediction with 721,799 reactions and 888 catalyst types from USPTO. Task: Predict which catalyst facilitates the given reaction. (1) Reactant: N(C(OCC)=O)=NC(OCC)=O.[CH3:13][C:14]1[NH:15][C:16]2[C:21]([C:22]=1[CH3:23])=[CH:20][C:19]([NH:24][C:25]1[C:34]3[C:29](=[CH:30][C:31]([OH:37])=[C:32]([O:35][CH3:36])[CH:33]=3)[N:28]=[CH:27][N:26]=1)=[CH:18][CH:17]=2.C1(P(C2C=CC=CC=2)C2C=CC=CC=2)C=CC=CC=1.[N:57]1([CH2:62]/[CH:63]=[CH:64]/[CH2:65]O)[CH2:61][CH2:60][CH2:59][CH2:58]1. Product: [CH3:13][C:14]1[NH:15][C:16]2[C:21]([C:22]=1[CH3:23])=[CH:20][C:19]([NH:24][C:25]1[C:34]3[C:29](=[CH:30][C:31]([O:37][CH2:65]/[CH:64]=[CH:63]/[CH2:62][N:57]4[CH2:61][CH2:60][CH2:59][CH2:58]4)=[C:32]([O:35][CH3:36])[CH:33]=3)[N:28]=[CH:27][N:26]=1)=[CH:18][CH:17]=2. The catalyst class is: 174. (2) Reactant: [Cl:1][C:2]1[CH:3]=[CH:4][C:5](/[CH:14]=[CH:15]/[C:16]([O:18]C(C)(C)C)=[O:17])=[C:6]([C:8]2[CH:13]=[CH:12][CH:11]=[CH:10][CH:9]=2)[CH:7]=1. Product: [Cl:1][C:2]1[CH:3]=[CH:4][C:5](/[CH:14]=[CH:15]/[C:16]([OH:18])=[O:17])=[C:6]([C:8]2[CH:13]=[CH:12][CH:11]=[CH:10][CH:9]=2)[CH:7]=1. The catalyst class is: 557.